From a dataset of Full USPTO retrosynthesis dataset with 1.9M reactions from patents (1976-2016). Predict the reactants needed to synthesize the given product. (1) Given the product [Cl:1][C:2]1[N:3]=[CH:4][C:5]2[N:10]([CH3:14])[CH:9]=[C:8]([I:11])[C:6]=2[N:7]=1, predict the reactants needed to synthesize it. The reactants are: [Cl:1][C:2]1[N:3]=[CH:4][C:5]2[NH:10][CH:9]=[C:8]([I:11])[C:6]=2[N:7]=1.[OH-].[Na+].[CH3:14]I.O. (2) Given the product [F:21][C:2]([F:1])([F:20])[C:3]1[CH:4]=[CH:5][C:6]([C:9]2[CH:10]=[C:11]3[C:16](=[CH:17][CH:18]=2)[NH:15][CH2:14][CH2:13][CH2:12]3)=[CH:7][CH:8]=1, predict the reactants needed to synthesize it. The reactants are: [F:1][C:2]([F:21])([F:20])[C:3]1[CH:8]=[CH:7][C:6]([C:9]2[CH:10]=[C:11]3[C:16](=[CH:17][CH:18]=2)[NH:15][C:14](=O)[CH2:13][CH2:12]3)=[CH:5][CH:4]=1.[H-].[Al+3].[Li+].[H-].[H-].[H-].O.[OH-].[Na+]. (3) Given the product [F:10][C:4]1[CH:3]=[C:2]([C:17]2([OH:16])[CH2:18][CH2:19][N:20]([C:23]([O:25][CH2:26][CH2:29][CH2:11][CH3:12])=[O:24])[CH2:21][CH2:22]2)[CH:7]=[CH:6][C:5]=1[O:8][CH3:9], predict the reactants needed to synthesize it. The reactants are: Br[C:2]1[CH:7]=[CH:6][C:5]([O:8][CH3:9])=[C:4]([F:10])[CH:3]=1.[CH2:11]([Li])[CH2:12]CC.[O:16]=[C:17]1[CH2:22][CH2:21][N:20]([C:23]([O:25][C:26]([CH3:29])(C)C)=[O:24])[CH2:19][CH2:18]1. (4) Given the product [N+:19]([C:16]1[CH:15]=[CH:14][C:13]([C:11](=[O:12])[CH2:10][NH:9][C:26](=[O:27])[C:25]([O:24][CH2:22][CH3:23])=[O:29])=[CH:18][CH:17]=1)([O-:21])=[O:20], predict the reactants needed to synthesize it. The reactants are: CCN(CC)CC.Cl.[NH2:9][CH2:10][C:11]([C:13]1[CH:18]=[CH:17][C:16]([N+:19]([O-:21])=[O:20])=[CH:15][CH:14]=1)=[O:12].[CH2:22]([O:24][C:25](=[O:29])[C:26](Cl)=[O:27])[CH3:23]. (5) Given the product [N:21]([CH2:2][CH2:3][O:4][CH2:5][CH2:6][O:7][CH2:8][CH2:9][O:10][CH2:11][CH2:12][P:13](=[O:20])([O:17][CH2:18][CH3:19])[O:14][CH2:15][CH3:16])=[N+:22]=[N-:23], predict the reactants needed to synthesize it. The reactants are: I[CH2:2][CH2:3][O:4][CH2:5][CH2:6][O:7][CH2:8][CH2:9][O:10][CH2:11][CH2:12][P:13](=[O:20])([O:17][CH2:18][CH3:19])[O:14][CH2:15][CH3:16].[N-:21]=[N+:22]=[N-:23].[Na+]. (6) Given the product [C:18]1([CH3:22])[CH:19]=[CH:20][CH:21]=[C:16]([C:15]#[C:14][C@:9]2([O:23][C:27](=[O:28])[C:26]3[C:30]([CH3:35])=[CH:31][C:32]([CH3:34])=[CH:33][C:25]=3[CH3:24])[CH2:10][CH2:11][CH2:12][C@@H:13]3[C@H:8]2[CH2:7][CH2:6][N:5]3[C:3]([O:2][CH3:1])=[O:4])[CH:17]=1, predict the reactants needed to synthesize it. The reactants are: [CH3:1][O:2][C:3]([N:5]1[C@@H:13]2[C@@H:8]([C@@:9]([OH:23])([C:14]#[C:15][C:16]3[CH:17]=[C:18]([CH3:22])[CH:19]=[CH:20][CH:21]=3)[CH2:10][CH2:11][CH2:12]2)[CH2:7][CH2:6]1)=[O:4].[CH3:24][C:25]1[CH:33]=[C:32]([CH3:34])[CH:31]=[C:30]([CH3:35])[C:26]=1[C:27](O)=[O:28]. (7) Given the product [CH:14]([N:11]1[CH2:12][CH2:13][CH:8]([NH2:7])[CH2:9][CH2:10]1)([CH3:16])[CH3:15], predict the reactants needed to synthesize it. The reactants are: C(OC(=O)[NH:7][CH:8]1[CH2:13][CH2:12][N:11]([CH:14]([CH3:16])[CH3:15])[CH2:10][CH2:9]1)(C)(C)C. (8) Given the product [NH2:42][C:43]1[C:48]2[CH:49]=[C:50]([C:2]3[CH:12]=[CH:11][CH:5]4[CH2:6][S:7](=[O:10])(=[O:9])[CH2:8][CH:4]4[CH:3]=3)[S:51][C:47]=2[C:46]([C:53]([NH2:55])=[O:54])=[CH:45][N:44]=1, predict the reactants needed to synthesize it. The reactants are: Br[C:2]1[CH:12]=[CH:11][C:5]2[CH2:6][S:7](=[O:10])(=[O:9])[CH2:8][C:4]=2[CH:3]=1.B1(B2OC(C)(C)C(C)(C)O2)OC(C)(C)C(C)(C)O1.CC([O-])=O.[K+].C([O-])([O-])=O.[K+].[K+].[NH2:42][C:43]1[C:48]2[CH:49]=[C:50](Br)[S:51][C:47]=2[C:46]([C:53]([NH2:55])=[O:54])=[CH:45][N:44]=1. (9) Given the product [NH2:9][CH2:8][CH2:7][O:6][C:5]1[CH:17]=[CH:18][C:2]([NH:1][C:40]([N:33]2[C:34]3[C:30](=[CH:29][CH:28]=[C:27]([Cl:26])[CH:35]=3)[CH2:31][CH2:32]2)=[O:41])=[CH:3][C:4]=1[C:19]1[N:23]([CH3:24])[N:22]=[CH:21][C:20]=1[Br:25], predict the reactants needed to synthesize it. The reactants are: [NH2:1][C:2]1[CH:18]=[CH:17][C:5]([O:6][CH2:7][CH2:8][NH:9]C(=O)OC(C)(C)C)=[C:4]([C:19]2[N:23]([CH3:24])[N:22]=[CH:21][C:20]=2[Br:25])[CH:3]=1.[Cl:26][C:27]1[CH:35]=[C:34]2[C:30]([CH2:31][CH2:32][NH:33]2)=[CH:29][CH:28]=1.Cl.CN([CH:40]=[O:41])C. (10) Given the product [Br:1][C:2]1[CH:7]=[CH:6][C:5]([NH:8][C:9]2[C:13]3[CH2:14][N:15]([C:18](=[O:20])[CH3:19])[CH2:16][CH2:17][C:12]=3[N:11]([CH:27]3[CH2:31][CH2:30][O:29][CH2:28]3)[N:10]=2)=[C:4]([F:21])[CH:3]=1, predict the reactants needed to synthesize it. The reactants are: [Br:1][C:2]1[CH:7]=[CH:6][C:5]([NH:8][C:9]2[C:13]3[CH2:14][N:15]([C:18](=[O:20])[CH3:19])[CH2:16][CH2:17][C:12]=3[NH:11][N:10]=2)=[C:4]([F:21])[CH:3]=1.CS(O[CH:27]1[CH2:31][CH2:30][O:29][CH2:28]1)(=O)=O.C([O-])([O-])=O.[Cs+].[Cs+].O.